The task is: Regression. Given a peptide amino acid sequence and an MHC pseudo amino acid sequence, predict their binding affinity value. This is MHC class I binding data.. This data is from Peptide-MHC class I binding affinity with 185,985 pairs from IEDB/IMGT. (1) The peptide sequence is PQVLGGLSF. The MHC is HLA-A26:01 with pseudo-sequence HLA-A26:01. The binding affinity (normalized) is 0.0847. (2) The peptide sequence is LTNKHCLNNY. The MHC is HLA-A03:01 with pseudo-sequence HLA-A03:01. The binding affinity (normalized) is 0.332.